This data is from Catalyst prediction with 721,799 reactions and 888 catalyst types from USPTO. The task is: Predict which catalyst facilitates the given reaction. Reactant: [O:1]1[CH2:6][CH2:5][CH:4]([C:7]([O:9]C)=[O:8])[CH2:3][CH2:2]1.O[Li].O.O.O. Product: [O:1]1[CH2:6][CH2:5][CH:4]([C:7]([OH:9])=[O:8])[CH2:3][CH2:2]1. The catalyst class is: 36.